From a dataset of Catalyst prediction with 721,799 reactions and 888 catalyst types from USPTO. Predict which catalyst facilitates the given reaction. (1) Reactant: [CH3:1][O:2][C:3]1([C:8]([O:10]C)=O)[CH2:7][CH2:6][CH2:5][CH2:4]1.[H-].[Na+].[C:14](#[N:16])[CH3:15]. Product: [CH3:1][O:2][C:3]1([C:8](=[O:10])[CH2:15][C:14]#[N:16])[CH2:4][CH2:5][CH2:6][CH2:7]1. The catalyst class is: 1. (2) Reactant: [C:1]([OH:6])(=[O:5])[C:2]([CH3:4])=[CH2:3].[CH2:7]([O:11][CH2:12][C:13]1[O:17][CH:16]=[CH:15][CH:14]=1)[CH:8]1[O:10][CH2:9]1. Product: [C:1]([O:6][CH2:9][CH:8]([OH:10])[CH2:7][O:11][CH2:12][C:13]1[O:17][CH:16]=[CH:15][CH:14]=1)(=[O:5])[C:2]([CH3:4])=[CH2:3]. The catalyst class is: 28. (3) Reactant: C[Si]([C:5]#[C:6][C:7]1([OH:17])[CH2:16][CH2:15][C:10]2([O:14][CH2:13][CH2:12][O:11]2)[CH2:9][CH2:8]1)(C)C.C(=O)([O-])[O-].[K+].[K+]. Product: [C:6]([C:7]1([OH:17])[CH2:16][CH2:15][C:10]2([O:11][CH2:12][CH2:13][O:14]2)[CH2:9][CH2:8]1)#[CH:5]. The catalyst class is: 5. (4) Reactant: F[C:2]1[CH:3]=[C:4]2[C:8](=[CH:9][C:10]=1[F:11])[N:7]([S:12]([C:15]1[CH:20]=[CH:19][CH:18]=[CH:17][CH:16]=1)(=[O:14])=[O:13])[CH:6]=[C:5]2[C:21]1[CH:22]=[N:23][N:24](CC2CCNCC2)[CH:25]=1.CS(O[CH2:38][CH2:39][N:40]1[CH2:44][CH2:43][CH2:42][C:41]1=[O:45])(=O)=O.C([O-])([O-])=O.[Cs+].[Cs+]. Product: [F:11][C:10]1[CH:9]=[C:8]2[C:4]([C:5]([C:21]3[CH:22]=[N:23][N:24]([CH2:38][CH2:39][N:40]4[CH2:44][CH2:43][CH2:42][C:41]4=[O:45])[CH:25]=3)=[CH:6][N:7]2[S:12]([C:15]2[CH:20]=[CH:19][CH:18]=[CH:17][CH:16]=2)(=[O:14])=[O:13])=[CH:3][CH:2]=1. The catalyst class is: 18. (5) Reactant: [C:1]([CH:3]1[CH2:6][N:5]([C:7](=[O:31])[C@H:8]([NH:10][C:11]([C:13]2[C:21]3[C:16](=[N:17][CH:18]=[C:19](Br)[N:20]=3)[N:15]([CH2:23][O:24][CH2:25][CH2:26][Si:27]([CH3:30])([CH3:29])[CH3:28])[CH:14]=2)=[O:12])[CH3:9])[CH2:4]1)#[N:2].[Cl:32][C:33]1[CH:41]=[C:40]2[C:36]([C:37]([Sn](CCCC)(CCCC)CCCC)=[N:38][N:39]2[CH3:42])=[CH:35][CH:34]=1. Product: [C:1]([CH:3]1[CH2:6][N:5]([C:7](=[O:31])[C@H:8]([NH:10][C:11]([C:13]2[C:21]3[C:16](=[N:17][CH:18]=[C:19]([C:37]4[C:36]5[C:40](=[CH:41][C:33]([Cl:32])=[CH:34][CH:35]=5)[N:39]([CH3:42])[N:38]=4)[N:20]=3)[N:15]([CH2:23][O:24][CH2:25][CH2:26][Si:27]([CH3:30])([CH3:29])[CH3:28])[CH:14]=2)=[O:12])[CH3:9])[CH2:4]1)#[N:2]. The catalyst class is: 441.